From a dataset of Reaction yield outcomes from USPTO patents with 853,638 reactions. Predict the reaction yield, written as a fraction of the theoretical maximum amount of product (1.0 means a 100% yield; for example, 0.34 means a 34% yield). The reactants are Cl[CH2:2][C:3]1[N:4]=[CH:5][S:6][CH:7]=1.[Cl:8][C:9]1[CH:14]=[C:13]([NH:15][C:16]2[C:25]3[C:20](=[CH:21][CH:22]=[CH:23][C:24]=3[O:26][CH2:27][C@@H:28]3[CH2:32][CH2:31][CH2:30][N:29]3[C:33](=[O:38])[CH2:34][N:35]([CH3:37])[CH3:36])[N:19]=[CH:18][N:17]=2)[CH:12]=[CH:11][C:10]=1[OH:39]. No catalyst specified. The product is [Cl:8][C:9]1[CH:14]=[C:13]([NH:15][C:16]2[C:25]3[C:20](=[CH:21][CH:22]=[CH:23][C:24]=3[O:26][CH2:27][C@@H:28]3[CH2:32][CH2:31][CH2:30][N:29]3[C:33](=[O:38])[CH2:34][N:35]([CH3:36])[CH3:37])[N:19]=[CH:18][N:17]=2)[CH:12]=[CH:11][C:10]=1[O:39][CH2:2][C:3]1[N:4]=[CH:5][S:6][CH:7]=1. The yield is 0.0100.